The task is: Predict the product of the given reaction.. This data is from Forward reaction prediction with 1.9M reactions from USPTO patents (1976-2016). (1) Given the reactants [CH2:1]([O:3][CH:4]([O:14][CH2:15][CH3:16])[CH2:5][NH:6][CH2:7][C:8]1[CH:13]=[CH:12][N:11]=[CH:10][CH:9]=1)[CH3:2].[CH:17]1[C:29]2[CH:28]([CH2:30][O:31][C:32]([NH:34][C@@H:35]([CH2:39][C:40]3[CH:45]=[CH:44][C:43]([O:46][C:47]([CH3:50])([CH3:49])[CH3:48])=[CH:42][CH:41]=3)[C:36](O)=[O:37])=[O:33])[C:27]3[C:22](=[CH:23][CH:24]=[CH:25][CH:26]=3)[C:21]=2[CH:20]=[CH:19][CH:18]=1, predict the reaction product. The product is: [C:47]([O:46][C:43]1[CH:42]=[CH:41][C:40]([CH2:39][C@H:35]([NH:34][C:32](=[O:33])[O:31][CH2:30][CH:28]2[C:29]3[CH:17]=[CH:18][CH:19]=[CH:20][C:21]=3[C:22]3[C:27]2=[CH:26][CH:25]=[CH:24][CH:23]=3)[C:36]([N:6]([CH2:5][CH:4]([O:3][CH2:1][CH3:2])[O:14][CH2:15][CH3:16])[CH2:7][C:8]2[CH:13]=[CH:12][N:11]=[CH:10][CH:9]=2)=[O:37])=[CH:45][CH:44]=1)([CH3:50])([CH3:48])[CH3:49]. (2) Given the reactants [Br:1][C:2]1[CH:3]=[C:4]2[C:9](=[CH:10][CH:11]=1)[N:8]=[C:7]([C:12](N(OC)C)=[O:13])[CH:6]=[CH:5]2.[CH3:18][Mg]Br, predict the reaction product. The product is: [Br:1][C:2]1[CH:3]=[C:4]2[C:9](=[CH:10][CH:11]=1)[N:8]=[C:7]([C:12](=[O:13])[CH3:18])[CH:6]=[CH:5]2. (3) Given the reactants [Br:1][C:2]1[CH:3]=[C:4]([NH2:9])[C:5]([NH2:8])=[N:6][CH:7]=1.[N+:10]([C:13]1[CH:20]=[CH:19][C:16]([CH:17]=O)=[CH:15][CH:14]=1)([O-:12])=[O:11], predict the reaction product. The product is: [Br:1][C:2]1[CH:3]=[C:4]2[N:9]=[C:17]([C:16]3[CH:19]=[CH:20][C:13]([N+:10]([O-:12])=[O:11])=[CH:14][CH:15]=3)[NH:8][C:5]2=[N:6][CH:7]=1. (4) Given the reactants CO.[C:3]([O:7][C:8](=[O:41])[N:9]([CH2:30][C:31]1[CH:40]=[CH:39][C:34]2[O:35][CH2:36][CH2:37][O:38][C:33]=2[CH:32]=1)[CH:10]1[CH2:15][CH2:14][N:13]([CH2:16][CH2:17][N:18]2[C:27]3[C:22](=[C:23]([NH2:28])[CH:24]=[CH:25][CH:26]=3)[CH:21]=[CH:20][C:19]2=[O:29])[CH2:12][CH2:11]1)([CH3:6])([CH3:5])[CH3:4].[C:42](=O)([O-])[O-].[Na+].[Na+].S(OC)(OC)(=O)=O, predict the reaction product. The product is: [C:3]([O:7][C:8](=[O:41])[N:9]([CH2:30][C:31]1[CH:40]=[CH:39][C:34]2[O:35][CH2:36][CH2:37][O:38][C:33]=2[CH:32]=1)[CH:10]1[CH2:11][CH2:12][N:13]([CH2:16][CH2:17][N:18]2[C:27]3[C:22](=[C:23]([NH:28][CH3:42])[CH:24]=[CH:25][CH:26]=3)[CH:21]=[CH:20][C:19]2=[O:29])[CH2:14][CH2:15]1)([CH3:6])([CH3:4])[CH3:5]. (5) Given the reactants [NH2:1][C:2]1[S:3][C:4]([C:9]2[CH:10]=[N:11][CH:12]=[CH:13][CH:14]=2)=[CH:5][C:6]=1[C:7]#[N:8].Br[C:16]1[N:21]=[C:20]([CH2:22][N:23]2[CH2:28][CH2:27][O:26][CH2:25][CH2:24]2)[CH:19]=[CH:18][CH:17]=1.C1(P(C2CCCCC2)C2C=CC=CC=2C2C(C(C)C)=CC(C(C)C)=CC=2C(C)C)CCCCC1.C(=O)([O-])[O-].[K+].[K+], predict the reaction product. The product is: [N:23]1([CH2:22][C:20]2[N:21]=[C:16]([NH:1][C:2]3[S:3][C:4]([C:9]4[CH:10]=[N:11][CH:12]=[CH:13][CH:14]=4)=[CH:5][C:6]=3[C:7]#[N:8])[CH:17]=[CH:18][CH:19]=2)[CH2:24][CH2:25][O:26][CH2:27][CH2:28]1. (6) Given the reactants [C:1]([O:4][C@@H:5]1[C@H:9]([O:10][C:11](=[O:13])[CH3:12])[C@@H:8]([C:14]2[N:15]=[N:16][N:17]([CH2:19][CH3:20])[N:18]=2)[O:7][C@H:6]1[N:21]1[CH:29]=[N:28][C:27]2[C:22]1=[N:23][C:24]([Cl:45])=[N:25][C:26]=2[NH:30][C@H:31]1[CH2:36][CH2:35][C@H:34]([NH:37]C(OC(C)(C)C)=O)[CH2:33][CH2:32]1)(=[O:3])[CH3:2], predict the reaction product. The product is: [C:1]([O:4][C@@H:5]1[C@H:9]([O:10][C:11](=[O:13])[CH3:12])[C@@H:8]([C:14]2[N:15]=[N:16][N:17]([CH2:19][CH3:20])[N:18]=2)[O:7][C@H:6]1[N:21]1[CH:29]=[N:28][C:27]2[C:22]1=[N:23][C:24]([Cl:45])=[N:25][C:26]=2[NH:30][C@H:31]1[CH2:32][CH2:33][C@H:34]([NH2:37])[CH2:35][CH2:36]1)(=[O:3])[CH3:2].